This data is from Reaction yield outcomes from USPTO patents with 853,638 reactions. The task is: Predict the reaction yield, written as a fraction of the theoretical maximum amount of product (1.0 means a 100% yield; for example, 0.34 means a 34% yield). (1) The yield is 0.260. The reactants are [CH3:1][O:2][C:3](=[O:39])[NH:4][CH:5]([C:9]([N:11]1[CH:18]([C:19]2[NH:20][C:21]([C:24]3[CH:29]=[CH:28][C:27](B4OC(C)(C)C(C)(C)O4)=[CH:26][CH:25]=3)=[CH:22][N:23]=2)[CH2:17][C:13]2([CH2:16][CH2:15][CH2:14]2)[O:12]1)=[O:10])[CH:6]([CH3:8])[CH3:7].[CH3:40][O:41][C:42](=[O:70])[NH:43][CH:44]([C:48]([N:50]1[CH:57]([C:58]2[NH:59][C:60]([C:63]3[CH:68]=[CH:67][C:66](Br)=[CH:65][CH:64]=3)=[CH:61][N:62]=2)[CH2:56][C:52]2([CH2:55][CH2:54][CH2:53]2)[O:51]1)=[O:49])[CH:45]([CH3:47])[CH3:46].C(=O)([O-])[O-].[K+].[K+]. The product is [CH3:40][O:41][C:42](=[O:70])[NH:43][CH:44]([C:48]([N:50]1[CH:57]([C:58]2[NH:59][C:60]([C:63]3[CH:68]=[CH:67][C:66]([C:27]4[CH:26]=[CH:25][C:24]([C:21]5[NH:20][C:19]([CH:18]6[CH2:17][C:13]7([CH2:14][CH2:15][CH2:16]7)[O:12][N:11]6[C:9](=[O:10])[CH:5]([NH:4][C:3]([O:2][CH3:1])=[O:39])[CH:6]([CH3:7])[CH3:8])=[N:23][CH:22]=5)=[CH:29][CH:28]=4)=[CH:65][CH:64]=3)=[CH:61][N:62]=2)[CH2:56][C:52]2([CH2:55][CH2:54][CH2:53]2)[O:51]1)=[O:49])[CH:45]([CH3:47])[CH3:46]. The catalyst is COCCOC.C1C=CC([P]([Pd]([P](C2C=CC=CC=2)(C2C=CC=CC=2)C2C=CC=CC=2)([P](C2C=CC=CC=2)(C2C=CC=CC=2)C2C=CC=CC=2)[P](C2C=CC=CC=2)(C2C=CC=CC=2)C2C=CC=CC=2)(C2C=CC=CC=2)C2C=CC=CC=2)=CC=1. (2) The reactants are [F:1][C:2]([F:11])([F:10])[C:3]1[CH:4]=[C:5]([CH:7]=[CH:8][CH:9]=1)[NH2:6].[N:12]([O-])=O.[Na+].[C:16]([O:22][CH3:23])(=[O:21])[CH2:17][C:18]([CH3:20])=[O:19].C([O-])(=O)C.[Na+]. The catalyst is Cl.O.C(O)C. The product is [O:19]=[C:18]([CH3:20])[C:17](=[N:12][NH:6][C:5]1[CH:7]=[CH:8][CH:9]=[C:3]([C:2]([F:10])([F:11])[F:1])[CH:4]=1)[C:16]([O:22][CH3:23])=[O:21]. The yield is 0.690.